This data is from Full USPTO retrosynthesis dataset with 1.9M reactions from patents (1976-2016). The task is: Predict the reactants needed to synthesize the given product. (1) Given the product [ClH:32].[CH2:16]([CH:15]([NH:23][C:24](=[O:26])[CH3:25])[CH:14]([OH:27])[CH:13]1[CH:12]2[CH:28]([CH2:29][O:30][CH3:31])[CH:9]([CH2:10][CH2:11]2)[NH:8]1)[C:17]1[CH:18]=[CH:19][CH:20]=[CH:21][CH:22]=1.[ClH:32], predict the reactants needed to synthesize it. The reactants are: C(OC([N:8]1[CH:13]([CH:14]([OH:27])[CH:15]([NH:23][C:24](=[O:26])[CH3:25])[CH2:16][C:17]2[CH:22]=[CH:21][CH:20]=[CH:19][CH:18]=2)[CH:12]2[CH:28]([CH2:29][O:30][CH3:31])[CH:9]1[CH2:10][CH2:11]2)=O)(C)(C)C.[ClH:32]. (2) The reactants are: [Cl:1][C:2]1[CH:3]=[C:4]2[C:8](=[C:9]([NH:11][CH:12]3[CH2:16][CH2:15][CH2:14][CH2:13]3)[CH:10]=1)[NH:7][C:6]([C:17]1[S:18][CH2:19][C@@H:20]([CH2:22][C:23]([OH:25])=O)[N:21]=1)=[CH:5]2.[CH3:26][N:27]1[CH2:32][CH2:31][NH:30][CH2:29][CH2:28]1. Given the product [Cl:1][C:2]1[CH:3]=[C:4]2[C:8](=[C:9]([NH:11][CH:12]3[CH2:16][CH2:15][CH2:14][CH2:13]3)[CH:10]=1)[NH:7][C:6]([C:17]1[S:18][CH2:19][C@@H:20]([CH2:22][C:23]([N:30]3[CH2:31][CH2:32][N:27]([CH3:26])[CH2:28][CH2:29]3)=[O:25])[N:21]=1)=[CH:5]2, predict the reactants needed to synthesize it. (3) Given the product [Cl:1][CH:2]([C:4]1[CH:5]=[CH:6][C:7]([O:12][CH2:14][C:15]([NH2:17])=[O:16])=[C:8]([C:9]#[N:10])[CH:11]=1)[CH3:3], predict the reactants needed to synthesize it. The reactants are: [Cl:1][CH:2]([C:4]1[CH:5]=[CH:6][C:7]([OH:12])=[C:8]([CH:11]=1)[C:9]#[N:10])[CH3:3].Br[CH2:14][C:15]([NH2:17])=[O:16].C(=O)([O-])[O-].[K+].[K+].CC(C)=O. (4) Given the product [NH2:19][C:16]1[CH:17]=[C:18]2[C:13](=[CH:14][N:15]=1)[N:12]=[CH:11][C:10]([C:29]#[N:30])=[C:9]2[NH:8][C:4]1[CH:5]=[CH:6][CH:7]=[C:2]([Br:1])[CH:3]=1, predict the reactants needed to synthesize it. The reactants are: [Br:1][C:2]1[CH:3]=[C:4]([NH:8][C:9]2[C:18]3[C:13](=[CH:14][N:15]=[C:16]([NH:19]CC4C=CC(OC)=CC=4)[CH:17]=3)[N:12]=[CH:11][C:10]=2[C:29]#[N:30])[CH:5]=[CH:6][CH:7]=1.FC(F)(F)C(O)=O.C1(C)C=CC=CC=1. (5) Given the product [F:1][C:2]([F:7])([F:6])[C:3]([OH:5])=[O:4].[Cl:15][C:16]1[CH:17]=[N:18][C:19]2[NH:20][C:21]3[CH:22]=[CH:23][CH:24]=[C:25]([CH:46]=3)[CH2:26][CH2:27][C:28]3[CH:36]=[C:32]([NH:33][C:34]=1[N:35]=2)[CH:31]=[CH:30][C:29]=3[NH:37][C:38]([CH:40]1[CH2:45][CH2:44][N:43]([C:53]([C:50]2[CH:49]=[C:48]([CH3:47])[O:52][N:51]=2)=[O:54])[CH2:42][CH2:41]1)=[O:39], predict the reactants needed to synthesize it. The reactants are: [F:1][C:2]([F:7])([F:6])[C:3]([OH:5])=[O:4].FC(F)(F)C(O)=O.[Cl:15][C:16]1[CH:17]=[N:18][C:19]2[NH:20][C:21]3[CH:22]=[CH:23][CH:24]=[C:25]([CH:46]=3)[CH2:26][CH2:27][C:28]3[CH:36]=[C:32]([NH:33][C:34]=1[N:35]=2)[CH:31]=[CH:30][C:29]=3[NH:37][C:38]([CH:40]1[CH2:45][CH2:44][NH:43][CH2:42][CH2:41]1)=[O:39].[CH3:47][C:48]1[O:52][N:51]=[C:50]([C:53](Cl)=[O:54])[CH:49]=1. (6) Given the product [F:15][C:9]1[CH:10]=[C:11]([F:14])[CH:12]=[CH:13][C:8]=1[C:6]1[C:5]([F:16])=[CH:4][N:3]=[C:2]([NH:25][C:24]2[CH:26]=[CH:27][CH:28]=[C:22]([CH2:21][S:18]([CH3:17])(=[O:20])=[O:19])[CH:23]=2)[N:7]=1, predict the reactants needed to synthesize it. The reactants are: Cl[C:2]1[N:7]=[C:6]([C:8]2[CH:13]=[CH:12][C:11]([F:14])=[CH:10][C:9]=2[F:15])[C:5]([F:16])=[CH:4][N:3]=1.[CH3:17][S:18]([CH2:21][C:22]1[CH:23]=[C:24]([CH:26]=[CH:27][CH:28]=1)[NH2:25])(=[O:20])=[O:19].